This data is from Forward reaction prediction with 1.9M reactions from USPTO patents (1976-2016). The task is: Predict the product of the given reaction. (1) Given the reactants [CH:1]([CH:4]1[CH2:9][CH2:8][CH2:7][CH:6]([CH:10]([CH3:17])[CH2:11][CH:12]2OCC[O:13]2)[CH2:5]1)([CH3:3])[CH3:2].ClCCl, predict the reaction product. The product is: [CH:1]([CH:4]1[CH2:9][CH2:8][CH2:7][CH:6]([CH:10]([CH3:17])[CH2:11][CH:12]=[O:13])[CH2:5]1)([CH3:3])[CH3:2]. (2) Given the reactants C(=O)=O.CS(C)=O.C(Cl)(=O)C(Cl)=O.[CH:14]1([C:17]2[C:22]([CH2:23][OH:24])=[CH:21][N:20]=[C:19]([C:25]3[CH:30]=[CH:29][C:28]([C:31]([F:34])([F:33])[F:32])=[CH:27][CH:26]=3)[N:18]=2)[CH2:16][CH2:15]1.C(N(CC)CC)C, predict the reaction product. The product is: [CH:14]1([C:17]2[C:22]([CH:23]=[O:24])=[CH:21][N:20]=[C:19]([C:25]3[CH:30]=[CH:29][C:28]([C:31]([F:33])([F:34])[F:32])=[CH:27][CH:26]=3)[N:18]=2)[CH2:16][CH2:15]1. (3) The product is: [C:4]1(/[C:10](=[N:20]/[O:21][CH2:22][C:23]2[CH:28]=[CH:27][C:26]([O:29][CH2:30][C:31]3[O:35][N:34]=[C:33]([C:36]4[CH:41]=[CH:40][CH:39]=[CH:38][CH:37]=4)[N:32]=3)=[CH:25][CH:24]=2)/[CH2:11][CH2:12][CH2:13][CH2:14][C:15]([OH:17])=[O:16])[CH:5]=[CH:6][CH:7]=[CH:8][CH:9]=1. Given the reactants O.[OH-].[Li+].[C:4]1(/[C:10](=[N:20]/[O:21][CH2:22][C:23]2[CH:28]=[CH:27][C:26]([O:29][CH2:30][C:31]3[O:35][N:34]=[C:33]([C:36]4[CH:41]=[CH:40][CH:39]=[CH:38][CH:37]=4)[N:32]=3)=[CH:25][CH:24]=2)/[CH2:11][CH2:12][CH2:13][CH2:14][C:15]([O:17]CC)=[O:16])[CH:9]=[CH:8][CH:7]=[CH:6][CH:5]=1.O.Cl, predict the reaction product. (4) Given the reactants [C:1]([C:3]1[C:4]([C:17]([F:20])([F:19])[F:18])=[C:5]2[C:9](=[CH:10][CH:11]=1)[N:8]([CH:12]([CH3:16])[C:13]([OH:15])=O)[CH:7]=[CH:6]2)#[N:2].C1N=CN(C(N2C=NC=C2)=O)C=1.[F:33][C:34]1[CH:39]=[CH:38][C:37]([C:40](=[NH:43])[NH:41]O)=[CH:36][CH:35]=1, predict the reaction product. The product is: [F:33][C:34]1[CH:39]=[CH:38][C:37]([C:40]2[N:43]=[C:13]([CH:12]([N:8]3[C:9]4[C:5](=[C:4]([C:17]([F:20])([F:19])[F:18])[C:3]([C:1]#[N:2])=[CH:11][CH:10]=4)[CH:6]=[CH:7]3)[CH3:16])[O:15][N:41]=2)=[CH:36][CH:35]=1.